Dataset: Forward reaction prediction with 1.9M reactions from USPTO patents (1976-2016). Task: Predict the product of the given reaction. (1) Given the reactants [Cl:1][C:2]1[CH:7]=[CH:6][C:5]([NH:8][C:9]([NH:11][CH2:12][CH:13]2[O:18][CH2:17][CH2:16][NH:15][CH2:14]2)=[O:10])=[CH:4][CH:3]=1.Br[CH2:20][CH2:21][CH:22]=[CH2:23], predict the reaction product. The product is: [CH2:23]([N:15]1[CH2:16][CH2:17][O:18][CH:13]([CH2:12][NH:11][C:9]([NH:8][C:5]2[CH:6]=[CH:7][C:2]([Cl:1])=[CH:3][CH:4]=2)=[O:10])[CH2:14]1)[CH2:22][CH:21]=[CH2:20]. (2) Given the reactants [C:1]([C:4]1[CH:5]=[CH:6][C:7]([F:24])=[C:8]([NH:10][CH:11]([C:15]2[CH:20]=[CH:19][C:18]([F:21])=[C:17]([O:22][CH3:23])[CH:16]=2)[C:12]([OH:14])=O)[CH:9]=1)(=[O:3])[NH2:2].Cl.[CH:26]1([S:29]([C:32]2[CH:37]=[CH:36][C:35]([NH:38][C:39](=[O:42])[O:40][CH3:41])=[CH:34][C:33]=2[C@H:43]2[CH2:47][CH2:46][CH2:45][NH:44]2)(=[O:31])=[O:30])[CH2:28][CH2:27]1, predict the reaction product. The product is: [C:1]([C:4]1[CH:5]=[CH:6][C:7]([F:24])=[C:8]([NH:10][C@H:11]([C:15]2[CH:20]=[CH:19][C:18]([F:21])=[C:17]([O:22][CH3:23])[CH:16]=2)[C:12]([N:44]2[CH2:45][CH2:46][CH2:47][C@@H:43]2[C:33]2[CH:34]=[C:35]([NH:38][C:39](=[O:42])[O:40][CH3:41])[CH:36]=[CH:37][C:32]=2[S:29]([CH:26]2[CH2:27][CH2:28]2)(=[O:31])=[O:30])=[O:14])[CH:9]=1)(=[O:3])[NH2:2]. (3) Given the reactants Cl.[OH:2][CH:3]1[CH2:8][CH2:7][NH:6][CH2:5][C:4]1([CH3:13])[C:9]([O:11][CH3:12])=[O:10].CCN(C(C)C)C(C)C.[Br:23][C:24]1[CH:25]=[N:26][C:27](Cl)=[N:28][CH:29]=1, predict the reaction product. The product is: [Br:23][C:24]1[CH:25]=[N:26][C:27]([N:6]2[CH2:7][CH2:8][CH:3]([OH:2])[C:4]([CH3:13])([C:9]([O:11][CH3:12])=[O:10])[CH2:5]2)=[N:28][CH:29]=1. (4) The product is: [CH2:1]([NH:8][CH2:9][C:10]1[CH:11]=[C:12]([CH2:26][N:27]2[CH2:28][CH2:29][O:30][CH2:31][CH2:32]2)[CH:13]=[C:14]2[C:19]=1[N:18]=[CH:17][C:16]([C:20]([NH:39][CH2:38][C:37]1[CH:40]=[CH:41][C:34]([Cl:33])=[CH:35][CH:36]=1)=[O:22])=[C:15]2[OH:25])[C:2]1[CH:3]=[CH:4][CH:5]=[CH:6][CH:7]=1. Given the reactants [CH2:1]([NH:8][CH2:9][C:10]1[CH:11]=[C:12]([CH2:26][N:27]2[CH2:32][CH2:31][O:30][CH2:29][CH2:28]2)[CH:13]=[C:14]2[C:19]=1[N:18]=[CH:17][C:16]([C:20]([O:22]CC)=O)=[C:15]2[OH:25])[C:2]1[CH:7]=[CH:6][CH:5]=[CH:4][CH:3]=1.[Cl:33][C:34]1[CH:41]=[CH:40][C:37]([CH2:38][NH2:39])=[CH:36][CH:35]=1, predict the reaction product. (5) Given the reactants [Cl:1][C:2]1[CH:3]=[C:4]([N:8]2[N:12]=[N:11][C:10]([CH:13]3[CH2:18][O:17][CH2:16][CH2:15][N:14]3[C:19](=[S:22])[NH:20][CH3:21])=[N:9]2)[CH:5]=[CH:6][CH:7]=1.[CH3:23]I, predict the reaction product. The product is: [Cl:1][C:2]1[CH:3]=[C:4]([N:8]2[N:12]=[N:11][C:10]([CH:13]3[CH2:18][O:17][CH2:16][CH2:15][N:14]3[C:19]([S:22][CH3:23])=[N:20][CH3:21])=[N:9]2)[CH:5]=[CH:6][CH:7]=1.